Dataset: Reaction yield outcomes from USPTO patents with 853,638 reactions. Task: Predict the reaction yield, written as a fraction of the theoretical maximum amount of product (1.0 means a 100% yield; for example, 0.34 means a 34% yield). The catalyst is CN(C=O)C.C1(P([Pd-](Cl)P(C2C=CC=CC=2)(C2C=CC=CC=2)C2C=CC=CC=2)(C2C=CC=CC=2)C2C=CC=CC=2)C=CC=CC=1. The reactants are [NH2:1][C:2]1[N:6]([CH3:7])[C:5](=[O:8])[C:4]([C:19]2[CH:24]=[CH:23][C:22]([F:25])=[C:21](Br)[CH:20]=2)([C:9]2[CH:14]=[C:13]([CH2:15][CH3:16])[N:12]=[C:11]([CH2:17][CH3:18])[CH:10]=2)[N:3]=1.[F:27][C:28]1[CH:33]=[CH:32][N:31]=[CH:30][C:29]=1[Sn](CCCC)(CCCC)CCCC. The product is [NH2:1][C:2]1[N:6]([CH3:7])[C:5](=[O:8])[C:4]([C:9]2[CH:14]=[C:13]([CH2:15][CH3:16])[N:12]=[C:11]([CH2:17][CH3:18])[CH:10]=2)([C:19]2[CH:24]=[CH:23][C:22]([F:25])=[C:21]([C:29]3[CH:30]=[N:31][CH:32]=[CH:33][C:28]=3[F:27])[CH:20]=2)[N:3]=1. The yield is 0.100.